This data is from Reaction yield outcomes from USPTO patents with 853,638 reactions. The task is: Predict the reaction yield, written as a fraction of the theoretical maximum amount of product (1.0 means a 100% yield; for example, 0.34 means a 34% yield). (1) The reactants are [Cl:1][C:2]1[N:7]=[C:6]([NH:8][CH3:9])[C:5]([N+:10]([O-])=O)=[C:4]([CH3:13])[CH:3]=1.[NH4+].[Cl-]. The catalyst is CCO.[Fe]. The product is [Cl:1][C:2]1[N:7]=[C:6]([NH:8][CH3:9])[C:5]([NH2:10])=[C:4]([CH3:13])[CH:3]=1. The yield is 0.780. (2) The reactants are [CH2:1]([C:3]([C:19]1[CH:24]=[CH:23][C:22]([O:25][CH2:26][CH2:27][CH2:28][C:29]([O:31]CC)=[O:30])=[CH:21][CH:20]=1)=[C:4]([C:12]1[CH:17]=[CH:16][C:15]([OH:18])=[CH:14][CH:13]=1)[C:5]1[CH:10]=[CH:9][C:8]([OH:11])=[CH:7][CH:6]=1)[CH3:2].[OH-].[Na+].C1COCC1. The catalyst is CCO. The product is [CH2:1]([C:3]([C:19]1[CH:24]=[CH:23][C:22]([O:25][CH2:26][CH2:27][CH2:28][C:29]([OH:31])=[O:30])=[CH:21][CH:20]=1)=[C:4]([C:12]1[CH:17]=[CH:16][C:15]([OH:18])=[CH:14][CH:13]=1)[C:5]1[CH:6]=[CH:7][C:8]([OH:11])=[CH:9][CH:10]=1)[CH3:2]. The yield is 0.810. (3) The reactants are O=P12OP3(OP(OP(O3)(O1)=O)(=O)O2)=O.[CH3:15][CH:16]([CH2:20][C:21]1[S:22][C:23]([CH3:26])=[CH:24][CH:25]=1)[C:17]([OH:19])=O.O. The catalyst is ClCCCl. The product is [CH3:26][C:23]1[S:22][C:21]2[CH2:20][CH:16]([CH3:15])[C:17](=[O:19])[C:25]=2[CH:24]=1. The yield is 0.841. (4) The reactants are [N:1]1[CH:6]=[CH:5][CH:4]=[CH:3][C:2]=1[C:7]1[C:11]([C:12](O)=[O:13])=[CH:10][O:9][N:8]=1.FC1C=CC(C2C(C(O)=O)=CON=2)=CC=1. No catalyst specified. The product is [N:1]1[CH:6]=[CH:5][CH:4]=[CH:3][C:2]=1[C:7]1[C:11]([CH2:12][OH:13])=[CH:10][O:9][N:8]=1. The yield is 0.760. (5) The reactants are [Li+].C[Si]([N-][Si](C)(C)C)(C)C.[C:11](#[N:13])[CH3:12].[N:14]1[CH:15]=[CH:16][N:17]2[C:22]([C:23]([O:25]C)=O)=[CH:21][CH:20]=[CH:19][C:18]=12.O. The catalyst is C1COCC1. The product is [N:14]1[CH:15]=[CH:16][N:17]2[C:22]([C:23](=[O:25])[CH2:12][C:11]#[N:13])=[CH:21][CH:20]=[CH:19][C:18]=12. The yield is 0.571.